Dataset: Forward reaction prediction with 1.9M reactions from USPTO patents (1976-2016). Task: Predict the product of the given reaction. Given the reactants [Cl:1][C:2]1[CH:3]=[CH:4][C:5]([OH:23])=[C:6]([CH:22]=1)[C:7]([NH:9][C@H:10]([C:12]1[CH:21]=[CH:20][C:15]([C:16]([O:18][CH3:19])=[O:17])=[CH:14][CH:13]=1)[CH3:11])=[O:8].[O:24]1[CH2:28][CH2:27][CH2:26][CH:25]1[CH2:29]O, predict the reaction product. The product is: [Cl:1][C:2]1[CH:3]=[CH:4][C:5]([O:23][CH2:29][CH:25]2[CH2:26][CH2:27][CH2:28][O:24]2)=[C:6]([CH:22]=1)[C:7]([NH:9][C@H:10]([C:12]1[CH:21]=[CH:20][C:15]([C:16]([O:18][CH3:19])=[O:17])=[CH:14][CH:13]=1)[CH3:11])=[O:8].